Dataset: Full USPTO retrosynthesis dataset with 1.9M reactions from patents (1976-2016). Task: Predict the reactants needed to synthesize the given product. (1) Given the product [CH2:23]1[C:24]2[C:29](=[CH:28][CH:27]=[CH:26][CH:25]=2)[CH2:30][CH2:31][N:22]1[CH2:21][C@H:20]([OH:32])[CH2:19][NH:18][C:13](=[O:15])[CH2:12][O:11][C:9]1[CH:8]=[CH:7][CH:6]=[C:5]2[C:10]=1[N:1]=[CH:2][CH:3]=[CH:4]2, predict the reactants needed to synthesize it. The reactants are: [N:1]1[C:10]2[C:5](=[CH:6][CH:7]=[CH:8][C:9]=2[O:11][CH2:12][C:13]([O:15]CC)=O)[CH:4]=[CH:3][CH:2]=1.[NH2:18][CH2:19][C@@H:20]([OH:32])[CH2:21][N:22]1[CH2:31][CH2:30][C:29]2[C:24](=[CH:25][CH:26]=[CH:27][CH:28]=2)[CH2:23]1. (2) Given the product [Cl:14][C:8]1[CH:9]=[CH:10][CH:11]=[C:12]([F:13])[C:7]=1[CH2:6][CH2:5][CH2:4][OH:3], predict the reactants needed to synthesize it. The reactants are: C([O:3][C:4](=O)[CH:5]=[CH:6][C:7]1[C:12]([F:13])=[CH:11][CH:10]=[CH:9][C:8]=1[Cl:14])C.[H-].[Al+3].[Li+].[H-].[H-].[H-].